This data is from CYP2C19 inhibition data for predicting drug metabolism from PubChem BioAssay. The task is: Regression/Classification. Given a drug SMILES string, predict its absorption, distribution, metabolism, or excretion properties. Task type varies by dataset: regression for continuous measurements (e.g., permeability, clearance, half-life) or binary classification for categorical outcomes (e.g., BBB penetration, CYP inhibition). Dataset: cyp2c19_veith. (1) The compound is COc1nc(N)nc2c1ncn2[C@@H]1C[C@H](O)[C@@H](CO)O1. The result is 0 (non-inhibitor). (2) The drug is COc1ccc(-c2nc(-c3ccccc3)c(-c3cc([N+](=O)[O-])ccc3C)[nH]2)cc1O. The result is 1 (inhibitor). (3) The result is 1 (inhibitor). The molecule is O=c1cnc2cnc(OCc3ccccc3)nc2n1CCc1ccccc1. (4) The drug is Oc1ccc(Cn2c(-c3ccc(O)cc3)nc3ccccc32)cc1. The result is 0 (non-inhibitor). (5) The drug is COc1cc(NS(=O)(=O)c2ccc(N)cc2)nc(OC)n1. The result is 0 (non-inhibitor). (6) The drug is CO[C@H]1COC(=O)C/C=C\[C@H](C)[C@@H](OC)COC(=O)C/C=C\[C@@H]1C. The result is 0 (non-inhibitor). (7) The result is 0 (non-inhibitor). The drug is Cc1ccc2c(c1)N[C@H](c1ccc(C(=O)O)cc1)c1cccn1-2. (8) The drug is COCC(=O)N1CCC2(CCCN(c3ccccn3)C2)CC1. The result is 0 (non-inhibitor).